Dataset: Experimentally validated miRNA-target interactions with 360,000+ pairs, plus equal number of negative samples. Task: Binary Classification. Given a miRNA mature sequence and a target amino acid sequence, predict their likelihood of interaction. (1) The miRNA is hsa-miR-8078 with sequence GGUCUAGGCCCGGUGAGAGACUC. The protein sequence of the target gene is MAAAIGVRGRFELLPRSGPGWLLSLSALLSVVARGALATTHWVVTEDGKIQQQVDSPMNLKHPHDLVILMRQETTVNYLKELEKQLVAQKIHIEENEDRDTGLEQRHNKEDPDCIKAKVPLGDLDLYDGTYITLESKDIRPEDFIDTESPVPPDPEQPDCTKILELPYSIHAFQHLRGVQERVNLSAPLLPKEDPIFTYLSKRLGRSIDDIGHLIHEGLQKNASSWVLYNLASFYWRIKNEPYQVVECAMRALHFSSRHNKDIALVNLANVLHRAHFSADAAVVVHAALDDSDFFTSYYT.... Result: 0 (no interaction). (2) The miRNA is hsa-miR-6876-5p with sequence CAGGAAGGAGACAGGCAGUUCA. The protein sequence of the target gene is MPGAGARAEEGGGGGEGAAQGAAAEPGAGPAREPARLCGYLQKLSGKGPLRGYRSRWFVFDARRCYLYYFKSPQDALPLGHLDIADACFSYQGPDEAAEPGTEPPAHFQVHSAGAVTVLKAPNRQLMTYWLQELQQKRWEYCNSLDMVKWDSRTSPTPGDFPKGLVARDNTDLIYPHPNASAEKARNVLAVETVPGELVGEQAANQPAPGHPNSINFYSLKQWGNELKNSMSSFRPGRGHNDSRRTVFYTNEEWELLDPTPKDLEESIVQEEKKKLTPEGNKGVTGSGFPFDFGRNPYKG.... Result: 1 (interaction). (3) The miRNA is mmu-miR-693-3p with sequence GCAGCUUUCAGAUGUGGCUGUAA. The protein sequence of the target gene is MLTELEKALNSIIDVYHKYSLIKGNFHAVYRDDLKKLLETECPQYIRKKGADVWFKELDINTDGAVNFQEFLILVIKMGVAAHKKSHEESHKE. Result: 0 (no interaction). (4) The miRNA is hsa-miR-767-5p with sequence UGCACCAUGGUUGUCUGAGCAUG. The protein sequence of the target gene is MDLEKNYPTPRTSRTGHGGVNQLGGVFVNGRPLPDVVRQRIVELAHQGVRPCDISRQLRVSHGCVSKILGRYYETGSIKPGVIGGSKPKVATPKVVEKIAEYKRQNPTMFAWEIRDRLLAERVCDNDTVPSVSSINRIIRTKVQQPPNQPVPASSHSIVSTGSVTQVSSVSTDSAGSSYSISGILGITSPSADTNKRKRDEGIQESPVPNGHSLPGRDFLRKQMRGDLFTQQQLEVLDRVFERQHYSDIFTTTEPIKPEQTTEYSAMASLAGGLDDMKANLASPTPADIGSSVPGPQSYP.... Result: 1 (interaction). (5) The miRNA is hsa-miR-6884-5p with sequence AGAGGCUGAGAAGGUGAUGUUG. The protein sequence of the target gene is MDSVAFEDVAVNFTQEEWALLSPSQKNLYRDVTLETFRNLASVGIQWKDQDIENLYQNLGIKLRSLVERLCGRKEGNEHRETFSQIPDCHLNKKSQTGVKPCKCSVCGKVFLRHSFLDRHMRAHAGHKRSECGGEWRETPRKQKQHGKASISPSSGARRTVTPTRKRPYECKVCGKAFNSPNLFQIHQRTHTGKRSYKCREIVRAFTVSSFFRKHGKMHTGEKRYECKYCGKPIDYPSLFQIHVRTHTGEKPYKCKQCGKAFISAGYLRTHEIRSHALEKSHQCQECGKKLSCSSSLHRH.... Result: 1 (interaction). (6) The miRNA is hsa-miR-6513-5p with sequence UUUGGGAUUGACGCCACAUGUCU. The protein sequence of the target gene is MDSLYVEEVAASLVREFLSRKGLNKTFVTMDQERPRCELSINSRNDLRKVLHLEFLYKENKAKEKPLRTNLELITRYFLDNVGNTDNSESQEVPIPAIPVPKKNNKLPLRHSETTLVNIYDLSDEDTGRRTSWSEAGKARHDSLDGDILGNFVSSKKPSHKSKAAHVDLGDSLPLVPAWEKVDQLHSSEPGIDVKKTMERTRPKSGLIVRGMMAGPVASSPQDSFRKRSLRRSSALSRKLQTPEEIQQQSEPFVHTPAYLGPQEVPDSSSDSVSRSPLGQLNELSIEKPNVTSSSQGLSQ.... Result: 0 (no interaction). (7) The miRNA is mmu-miR-1191a with sequence CAGUCUUACUAUGUAGCCCUA. The protein sequence of the target gene is MVNSLLFGEMALAFGCPPGGGGCAGGGGGGGAGPGPSPVTAALRDDLGSNIHLLKGLNVRFRCFLAKVHELERRNRLLEKQLEQQQSERDRRLRYKTFSREQAVQTGPELLRPSAAGSGQALGAATGVNANAVALGGLPPGGGSHPQHYGRLPGTIWSYTQVRRTGGGGVETVQGPGVSWVHPDGVGVQIDTITPEIRALYNVLAKVKRERDEYKRRWEEELAKRMNLQTMVDTLQEAAQEAEAIQEEMNEKIERLKAELVVFKGLMSDPMTDLDTKIQEKAMKVDMDICRRIDITAKLC.... Result: 1 (interaction). (8) The miRNA is rno-miR-18a-5p with sequence UAAGGUGCAUCUAGUGCAGAUAG. The protein sequence of the target gene is MFSRAQVRRALQRVPGKQRFGIYRFLPFFFVLGGAMEWIMIKVRVGQETFYDVYRRKASERQYQRRLEDTSETNLHKLIK. Result: 0 (no interaction).